Dataset: Reaction yield outcomes from USPTO patents with 853,638 reactions. Task: Predict the reaction yield, written as a fraction of the theoretical maximum amount of product (1.0 means a 100% yield; for example, 0.34 means a 34% yield). (1) The reactants are [Cl:1][C:2]1[CH:3]=[C:4]2[C:8](=[CH:9][CH:10]=1)[NH:7][C:6]([CH:11]=O)=[CH:5]2.[BH3-]C#N.[Na+].CCN(CC)CC.Cl.C(O[C:28]([C:30]1[NH:31][CH:32]=[CH:33][C:34]=1[NH2:35])=[O:29])C.C([N:44]=[C:45]=[S:46])(=O)C1C=CC=CC=1. The catalyst is CO.CC(O)=O. The product is [Cl:1][C:2]1[CH:3]=[C:4]2[C:8](=[CH:9][CH:10]=1)[NH:7][C:6]([CH2:11][N:35]1[C:34]3[CH:33]=[CH:32][NH:31][C:30]=3[C:28](=[O:29])[NH:44][C:45]1=[S:46])=[CH:5]2. The yield is 0.300. (2) The reactants are [H-].[H-].[H-].[H-].[Li+].[Al+3].[NH2:7][C:8]1[C:13]([C:14]([O-])=[O:15])=[CH:12][N:11]=[C:10]([CH2:17][CH3:18])[N:9]=1. The catalyst is C1COCC1. The product is [NH2:7][C:8]1[C:13]([CH2:14][OH:15])=[CH:12][N:11]=[C:10]([CH2:17][CH3:18])[N:9]=1. The yield is 0.750. (3) The reactants are C1CN([P+](ON2N=NC3C=CC=CC2=3)(N2CCCC2)N2CCCC2)CC1.F[P-](F)(F)(F)(F)F.CCN(C(C)C)C(C)C.[Br:43][C:44]1[CH:52]=[C:51](/[CH:53]=[CH:54]/[CH:55]([C:60]2[CH:65]=[C:64]([Cl:66])[C:63]([Cl:67])=[C:62]([Cl:68])[CH:61]=2)[C:56]([F:59])([F:58])[F:57])[CH:50]=[CH:49][C:45]=1[C:46](O)=[O:47].[NH2:69][CH2:70][CH2:71][NH:72][C:73](=[O:79])[O:74][C:75]([CH3:78])([CH3:77])[CH3:76]. The yield is 0.390. The catalyst is C(Cl)Cl.O. The product is [Br:43][C:44]1[CH:52]=[C:51](/[CH:53]=[CH:54]/[CH:55]([C:60]2[CH:61]=[C:62]([Cl:68])[C:63]([Cl:67])=[C:64]([Cl:66])[CH:65]=2)[C:56]([F:59])([F:58])[F:57])[CH:50]=[CH:49][C:45]=1[C:46]([NH:69][CH2:70][CH2:71][NH:72][C:73](=[O:79])[O:74][C:75]([CH3:76])([CH3:78])[CH3:77])=[O:47]. (4) The reactants are [Cl-].O[NH3+:3].[C:4](=[O:7])([O-])[OH:5].[Na+].CS(C)=O.[CH2:13]([C:17]1[N:18]([CH2:30][C:31]2[CH:36]=[CH:35][C:34]([C:37]3[C:38]([C:43]#[N:44])=[CH:39][CH:40]=[CH:41][CH:42]=3)=[CH:33][CH:32]=2)[C:19](=[O:29])[C:20]([C:24]2[S:25][CH:26]=[CH:27][CH:28]=2)=[C:21]([CH3:23])[N:22]=1)[CH2:14][CH2:15][CH3:16]. The catalyst is O. The product is [CH2:13]([C:17]1[N:18]([CH2:30][C:31]2[CH:32]=[CH:33][C:34]([C:37]3[CH:42]=[CH:41][CH:40]=[CH:39][C:38]=3[C:43]3[NH:3][C:4](=[O:7])[O:5][N:44]=3)=[CH:35][CH:36]=2)[C:19](=[O:29])[C:20]([C:24]2[S:25][CH:26]=[CH:27][CH:28]=2)=[C:21]([CH3:23])[N:22]=1)[CH2:14][CH2:15][CH3:16]. The yield is 0.780. (5) The reactants are [CH3:1][O:2][C@H:3]1[CH2:8][CH2:7][C@H:6]([CH2:9][N:10]2[C:15](=[O:16])[CH2:14][NH:13][C:12]3[N:17]=[CH:18][C:19]([C:21]4[C:22]([CH3:29])=[CH:23][C:24]([C:27]#[N:28])=[N:25][CH:26]=4)=[N:20][C:11]2=3)[CH2:5][CH2:4]1.FC(F)(F)C(O)=[O:33].S(=O)(=O)(O)O.C(=O)([O-])[O-].[Na+].[Na+]. No catalyst specified. The product is [CH3:1][O:2][C@H:3]1[CH2:8][CH2:7][C@H:6]([CH2:9][N:10]2[C:15](=[O:16])[CH2:14][NH:13][C:12]3[N:17]=[CH:18][C:19]([C:21]4[C:22]([CH3:29])=[CH:23][C:24]([C:27]([NH2:28])=[O:33])=[N:25][CH:26]=4)=[N:20][C:11]2=3)[CH2:5][CH2:4]1. The yield is 0.670. (6) The reactants are [CH:1]([C:3]1[C:21]([OH:22])=[CH:20][CH:19]=[CH:18][C:4]=1[CH2:5][CH2:6][N:7]1[CH2:12][CH2:11][CH:10]([C:13]([O:15]CC)=[O:14])[CH2:9][CH2:8]1)=[O:2].[OH-].[Na+].Cl. The catalyst is C1COCC1. The product is [CH:1]([C:3]1[C:21]([OH:22])=[CH:20][CH:19]=[CH:18][C:4]=1[CH2:5][CH2:6][N:7]1[CH2:8][CH2:9][CH:10]([C:13]([OH:15])=[O:14])[CH2:11][CH2:12]1)=[O:2]. The yield is 0.290.